Predict the reactants needed to synthesize the given product. From a dataset of Full USPTO retrosynthesis dataset with 1.9M reactions from patents (1976-2016). (1) Given the product [CH:1]1([C:4]([N:6]2[CH2:10][CH2:9][C@@H:8]([CH2:11][C:12]3[N:13]([C:18]4[CH:19]=[CH:20][C:21]([C:43]5[CH:42]=[CH:41][CH:40]=[C:39]([C:37]([C:36]6[CH:45]=[CH:46][CH:47]=[CH:34][CH:35]=6)=[O:38])[CH:44]=5)=[CH:22][CH:23]=4)[C:14](=[O:17])[NH:15][N:16]=3)[CH2:7]2)=[O:5])[CH2:3][CH2:2]1, predict the reactants needed to synthesize it. The reactants are: [CH:1]1([C:4]([N:6]2[CH2:10][CH2:9][C@@H:8]([CH2:11][C:12]3[N:13]([C:18]4[CH:23]=[CH:22][C:21](B5OC(C)(C)C(C)(C)O5)=[CH:20][CH:19]=4)[C:14](=[O:17])[NH:15][N:16]=3)[CH2:7]2)=[O:5])[CH2:3][CH2:2]1.Br[C:34]1[CH:35]=[C:36]([CH:45]=[CH:46][CH:47]=1)[C:37]([C:39]1[CH:44]=[CH:43][CH:42]=[CH:41][CH:40]=1)=[O:38].C(=O)([O-])[O-].[K+].[K+]. (2) Given the product [CH3:17][O:18][C:19](=[O:38])[CH2:20][C:21]1[CH:30]=[C:29]([CH:31]2[CH2:36][CH2:35][N:34]([S:46]([C:42]3[CH:43]=[CH:44][CH:45]=[C:40]([Cl:39])[CH:41]=3)(=[O:48])=[O:47])[CH2:33][CH2:32]2)[C:28]2[C:23](=[CH:24][CH:25]=[C:26]([F:37])[CH:27]=2)[CH:22]=1, predict the reactants needed to synthesize it. The reactants are: C(N(C(C)C)CC)(C)C.FC(F)(F)C(O)=O.[CH3:17][O:18][C:19](=[O:38])[CH2:20][C:21]1[CH:30]=[C:29]([CH:31]2[CH2:36][CH2:35][NH:34][CH2:33][CH2:32]2)[C:28]2[C:23](=[CH:24][CH:25]=[C:26]([F:37])[CH:27]=2)[CH:22]=1.[Cl:39][C:40]1[CH:41]=[C:42]([S:46](Cl)(=[O:48])=[O:47])[CH:43]=[CH:44][CH:45]=1. (3) Given the product [CH2:25]([O:24][C:22]1[CH:21]=[C:16]([CH:15]=[C:14]([O:13][CH2:1][CH2:2][CH2:3][CH2:4][CH2:5][CH2:6][CH2:7][CH2:8][CH2:9][CH2:10][CH2:11][CH3:12])[CH:23]=1)[CH2:17][NH2:18])[CH2:26][CH2:27][CH2:28][CH2:29][CH2:30][CH2:31][CH2:32][CH2:33][CH2:34][CH2:35][CH3:36], predict the reactants needed to synthesize it. The reactants are: [CH2:1]([O:13][C:14]1[CH:15]=[C:16]([CH:21]=[C:22]([O:24][CH2:25][CH2:26][CH2:27][CH2:28][CH2:29][CH2:30][CH2:31][CH2:32][CH2:33][CH2:34][CH2:35][CH3:36])[CH:23]=1)[CH2:17][N:18]=[N+]=[N-])[CH2:2][CH2:3][CH2:4][CH2:5][CH2:6][CH2:7][CH2:8][CH2:9][CH2:10][CH2:11][CH3:12].CO.[H][H].